Task: Predict the reactants needed to synthesize the given product.. Dataset: Full USPTO retrosynthesis dataset with 1.9M reactions from patents (1976-2016) (1) Given the product [CH3:1][S:2]([C:5]1[CH:10]=[CH:9][C:8]([C:11]2[N:12]=[CH:13][C:14]([O:17][C@H:18]([CH:20]3[CH2:25][CH2:24][N:23]([C:26]([O:28][CH:29]([CH3:31])[CH3:30])=[O:27])[CH2:22][CH2:21]3)[CH3:19])=[N:15][CH:16]=2)=[CH:7][CH:6]=1)(=[O:4])=[O:3], predict the reactants needed to synthesize it. The reactants are: [CH3:1][S:2]([C:5]1[CH:10]=[CH:9][C:8]([C:11]2[N:12]=[CH:13][C:14]([O:17][CH:18]([CH:20]3[CH2:25][CH2:24][N:23]([C:26]([O:28][CH:29]([CH3:31])[CH3:30])=[O:27])[CH2:22][CH2:21]3)[CH3:19])=[N:15][CH:16]=2)=[CH:7][CH:6]=1)(=[O:4])=[O:3].C(=O)=O. (2) Given the product [Br:13][C:14]1[CH:21]=[CH:20][CH:19]=[CH:18][C:15]=1[CH:16]([C:2]1[CH:10]=[CH:9][CH:8]=[C:4]([N:5]([CH3:7])[CH3:6])[CH:3]=1)[OH:17], predict the reactants needed to synthesize it. The reactants are: Br[C:2]1[CH:3]=[C:4]([CH:8]=[CH:9][CH:10]=1)[N:5]([CH3:7])[CH3:6].II.[Br:13][C:14]1[CH:21]=[CH:20][CH:19]=[CH:18][C:15]=1[CH:16]=[O:17]. (3) Given the product [CH3:21][N:22]([CH3:24])[CH:23]=[C:11]1[C:10](=[O:15])[CH:9]([C:3]2[CH:4]=[CH:5][C:6]([Cl:8])=[CH:7][C:2]=2[Cl:1])[CH2:14][CH2:13][CH2:12]1, predict the reactants needed to synthesize it. The reactants are: [Cl:1][C:2]1[CH:7]=[C:6]([Cl:8])[CH:5]=[CH:4][C:3]=1[CH:9]1[CH2:14][CH2:13][CH2:12][CH2:11][C:10]1=[O:15].C(O[CH:21](N(C)C)[N:22]([CH3:24])[CH3:23])(C)(C)C. (4) Given the product [F:25][C:19]1[C:20]([F:24])=[CH:21][CH:22]=[CH:23][C:18]=1[C:16]1[N:17]=[C:12]2[CH:11]=[N:10][N:9]([CH2:8][C:5]3[N:6]=[N:7][C:2]([C:33]4[CH:34]=[CH:35][C:30]([CH2:26][CH:27]([CH3:29])[CH3:28])=[CH:31][CH:32]=4)=[CH:3][CH:4]=3)[CH:14]=[C:13]2[N:15]=1, predict the reactants needed to synthesize it. The reactants are: Cl[C:2]1[N:7]=[N:6][C:5]([CH2:8][N:9]2[CH:14]=[C:13]3[N:15]=[C:16]([C:18]4[CH:23]=[CH:22][CH:21]=[C:20]([F:24])[C:19]=4[F:25])[N:17]=[C:12]3[CH:11]=[N:10]2)=[CH:4][CH:3]=1.[CH2:26]([C:30]1[CH:35]=[CH:34][C:33](B(O)O)=[CH:32][CH:31]=1)[CH:27]([CH3:29])[CH3:28]. (5) Given the product [CH:20]1([NH:23][C:24]([C:26]2[S:39][C:29]3=[N:30][C:31]([O:1][CH2:2][CH2:3][N:4]4[CH2:9][CH2:8][O:7][CH2:6][CH2:5]4)=[C:32]([Cl:35])[C:33]([CH3:34])=[C:28]3[C:27]=2[NH2:40])=[O:25])[CH2:22][CH2:21]1, predict the reactants needed to synthesize it. The reactants are: [OH:1][CH2:2][CH2:3][N:4]1[CH2:9][CH2:8][O:7][CH2:6][CH2:5]1.C[Si]([N-][Si](C)(C)C)(C)C.[Li+].[CH:20]1([NH:23][C:24]([C:26]2[S:39][C:29]3=[N:30][C:31](S(C)=O)=[C:32]([Cl:35])[C:33]([CH3:34])=[C:28]3[C:27]=2[NH2:40])=[O:25])[CH2:22][CH2:21]1. (6) The reactants are: C[C:2](C)(P(O)(O)=O)[C:3]#[N:4].[Li+].[Cl-].C1CCN2C(=NCCC2)CC1.[C:23]([O:27][C:28]([N:30]1[CH2:35][CH2:34][C:33]([CH:38]2[CH2:43][CH2:42][CH2:41][CH2:40][CH2:39]2)([CH:36]=O)[CH2:32][CH2:31]1)=[O:29])([CH3:26])([CH3:25])[CH3:24]. Given the product [C:23]([O:27][C:28]([N:30]1[CH2:35][CH2:34][C:33]([CH:36]=[CH:2][C:3]#[N:4])([CH:38]2[CH2:43][CH2:42][CH2:41][CH2:40][CH2:39]2)[CH2:32][CH2:31]1)=[O:29])([CH3:26])([CH3:25])[CH3:24], predict the reactants needed to synthesize it. (7) Given the product [NH2:1][C:2]([C:4]1[CH:5]=[N:6][C:7]2[C:12]([C:13]=1[NH:14][C:15]1[CH:16]=[C:17]([CH:23]=[CH:24][CH:25]=1)[C:18]([O:20][CH2:21][CH3:22])=[O:19])=[CH:11][CH:10]=[C:9]([C:30]1[CH:31]=[CH:32][CH:33]=[CH:34][C:29]=1[O:28][CH3:27])[CH:8]=2)=[O:3], predict the reactants needed to synthesize it. The reactants are: [NH2:1][C:2]([C:4]1[CH:5]=[N:6][C:7]2[C:12]([C:13]=1[NH:14][C:15]1[CH:16]=[C:17]([CH:23]=[CH:24][CH:25]=1)[C:18]([O:20][CH2:21][CH3:22])=[O:19])=[CH:11][CH:10]=[C:9](Cl)[CH:8]=2)=[O:3].[CH3:27][O:28][C:29]1[CH:34]=[CH:33][CH:32]=[CH:31][C:30]=1B(O)O.C(=O)([O-])[O-].[K+].[K+]. (8) Given the product [Cl:8][CH:9]([Cl:13])[C:10]1[N:24]([CH3:23])[N:25]=[C:6]([N:1]2[CH2:5][CH2:4][CH2:3][CH2:2]2)[N:7]=1, predict the reactants needed to synthesize it. The reactants are: [N:1]1([C:6]#[N:7])[CH2:5][CH2:4][CH2:3][CH2:2]1.[Cl:8][CH:9]([Cl:13])[C:10](Cl)=O.C(N(C(C)C)C(C)C)C.[CH3:23][N:24](C(OC(C)(C)C)=O)[NH2:25].FC(F)(F)C(O)=O.